This data is from Catalyst prediction with 721,799 reactions and 888 catalyst types from USPTO. The task is: Predict which catalyst facilitates the given reaction. (1) Reactant: [C:1]([O:12][CH2:13][C:14]1[CH:19]=[CH:18][CH:17]=[CH:16][CH:15]=1)(=[O:11])[C:2]1[CH:10]=[CH:9][CH:8]=[C:4]([C:5]([O-])=[O:6])[CH:3]=1.C(Cl)(=O)C([Cl:23])=O. Product: [Cl:23][C:5]([C:4]1[CH:3]=[C:2]([CH:10]=[CH:9][CH:8]=1)[C:1]([O:12][CH2:13][C:14]1[CH:19]=[CH:18][CH:17]=[CH:16][CH:15]=1)=[O:11])=[O:6]. The catalyst class is: 204. (2) Reactant: [CH2:1]([O:8][C:9]1[CH:14]=[CH:13][C:12]([CH2:15][S:16]([NH:19][CH2:20][C:21]2[CH:26]=[CH:25][C:24]([O:27][CH3:28])=[CH:23][C:22]=2[O:29][CH3:30])(=[O:18])=[O:17])=[CH:11][CH:10]=1)[C:2]1[CH:7]=[CH:6][CH:5]=[CH:4][CH:3]=1.C1([Li])C=CC=CC=1.[CH3:38][C:39]([CH3:41])=[O:40].C(O)(=O)C. Product: [CH3:30][O:29][C:22]1[CH:23]=[C:24]([O:27][CH3:28])[CH:25]=[CH:26][C:21]=1[CH2:20][NH:19][S:16]([CH:15]([C:12]1[CH:11]=[CH:10][C:9]([O:8][CH2:1][C:2]2[CH:7]=[CH:6][CH:5]=[CH:4][CH:3]=2)=[CH:14][CH:13]=1)[C:39]([OH:40])([CH3:41])[CH3:38])(=[O:18])=[O:17]. The catalyst class is: 56. (3) Reactant: Br[C:2]1[N:3]=[C:4]2[C:10]([C:11]([NH:13][C:14]([CH3:17])([CH3:16])[CH3:15])=[O:12])=[CH:9][N:8]([CH2:18][O:19][CH2:20][CH2:21][Si:22]([CH3:25])([CH3:24])[CH3:23])[C:5]2=[N:6][CH:7]=1.[CH3:26][S:27]([C:30]1[CH:35]=[C:34]([NH2:36])[CH:33]=[CH:32][N:31]=1)(=[O:29])=[O:28].CC1(C)C2C(=C(P(C3C=CC=CC=3)C3C=CC=CC=3)C=CC=2)OC2C(P(C3C=CC=CC=3)C3C=CC=CC=3)=CC=CC1=2.C(=O)([O-])[O-].[Cs+].[Cs+]. Product: [C:14]([NH:13][C:11]([C:10]1[C:4]2[C:5](=[N:6][CH:7]=[C:2]([NH:36][C:34]3[CH:33]=[CH:32][N:31]=[C:30]([S:27]([CH3:26])(=[O:29])=[O:28])[CH:35]=3)[N:3]=2)[N:8]([CH2:18][O:19][CH2:20][CH2:21][Si:22]([CH3:25])([CH3:24])[CH3:23])[CH:9]=1)=[O:12])([CH3:17])([CH3:16])[CH3:15]. The catalyst class is: 62. (4) Reactant: [O:1]1[CH:5]=[CH:4][C:3]([C:6]2[CH:44]=[CH:43][C:9]([CH2:10][N:11]3[C:15]4[CH:16]=[CH:17][C:18]([O:20][CH2:21][C:22]5[CH:31]=[CH:30][C:29]6[C:24](=[CH:25][CH:26]=[CH:27][CH:28]=6)[N:23]=5)=[CH:19][C:14]=4[N:13]=[C:12]3[CH2:32][C:33]3([C:38]([O:40]CC)=[O:39])[CH2:37][CH2:36][CH2:35][CH2:34]3)=[CH:8][CH:7]=2)=[CH:2]1.C1COCC1.[Li+].[OH-]. Product: [O:1]1[CH:5]=[CH:4][C:3]([C:6]2[CH:7]=[CH:8][C:9]([CH2:10][N:11]3[C:15]4[CH:16]=[CH:17][C:18]([O:20][CH2:21][C:22]5[CH:31]=[CH:30][C:29]6[C:24](=[CH:25][CH:26]=[CH:27][CH:28]=6)[N:23]=5)=[CH:19][C:14]=4[N:13]=[C:12]3[CH2:32][C:33]3([C:38]([OH:40])=[O:39])[CH2:37][CH2:36][CH2:35][CH2:34]3)=[CH:43][CH:44]=2)=[CH:2]1. The catalyst class is: 5. (5) Reactant: [Cl:1][C:2]1[N:10]([C:11]2[CH:16]=[CH:15][C:14]([C:17]3[CH:21]=[CH:20][S:19][CH:18]=3)=[CH:13][CH:12]=2)[C:9]2[C:8]([OH:22])=[C:7]([C:23]3[CH:30]=[CH:29][C:26]([C:27]#[N:28])=[CH:25][CH:24]=3)[C:6](=[O:31])[NH:5][C:4]=2[CH:3]=1.[OH-:32].[K+]. Product: [Cl:1][C:2]1[N:10]([C:11]2[CH:16]=[CH:15][C:14]([C:17]3[CH:21]=[CH:20][S:19][CH:18]=3)=[CH:13][CH:12]=2)[C:9]2[C:8]([OH:22])=[C:7]([C:23]3[CH:30]=[CH:29][C:26]([C:27]([NH2:28])=[O:32])=[CH:25][CH:24]=3)[C:6](=[O:31])[NH:5][C:4]=2[CH:3]=1. The catalyst class is: 40. (6) Reactant: CS(O[CH2:6][C@H:7]1[CH2:12][N:11]([S:13]([C:16]2[S:17][CH:18]=[CH:19][CH:20]=2)(=[O:15])=[O:14])[CH2:10][CH2:9][N:8]1[C:21]1[CH:26]=[CH:25][C:24]([C:27]([OH:33])([CH3:32])[C:28]([F:31])([F:30])[F:29])=[CH:23][CH:22]=1)(=O)=O.[CH:34]1([NH2:37])[CH2:36][CH2:35]1. Product: [CH:34]1([NH:37][CH2:6][C@H:7]2[CH2:12][N:11]([S:13]([C:16]3[S:17][CH:18]=[CH:19][CH:20]=3)(=[O:14])=[O:15])[CH2:10][CH2:9][N:8]2[C:21]2[CH:22]=[CH:23][C:24]([C:27]([OH:33])([CH3:32])[C:28]([F:30])([F:29])[F:31])=[CH:25][CH:26]=2)[CH2:36][CH2:35]1. The catalyst class is: 5. (7) Reactant: C(OC(=O)[NH:7][CH:8]([C:20]1[N:24]2[CH:25]=[CH:26][CH:27]=[CH:28][C:23]2=[N:22][N:21]=1)[CH2:9][C:10]1[CH:11]=[C:12]2[C:16](=[C:17]([CH3:19])[CH:18]=1)[NH:15][N:14]=[CH:13]2)(C)(C)C. Product: [N:22]1[N:21]=[C:20]([CH:8]([NH2:7])[CH2:9][C:10]2[CH:11]=[C:12]3[C:16](=[C:17]([CH3:19])[CH:18]=2)[NH:15][N:14]=[CH:13]3)[N:24]2[CH:25]=[CH:26][CH:27]=[CH:28][C:23]=12. The catalyst class is: 617. (8) Reactant: C[O:2][C:3]([C:5]1[CH:24]=[CH:23][C:8]2[NH:9][C:10]([CH2:12][O:13][C:14]3[CH:19]=[CH:18][C:17]([N+:20]([O-:22])=[O:21])=[CH:16][CH:15]=3)=[N:11][C:7]=2[CH:6]=1)=[O:4].Cl.C(=O)(O)[O-].[Na+]. Product: [N+:20]([C:17]1[CH:16]=[CH:15][C:14]([O:13][CH2:12][C:10]2[NH:9][C:8]3[CH:23]=[CH:24][C:5]([C:3]([OH:4])=[O:2])=[CH:6][C:7]=3[N:11]=2)=[CH:19][CH:18]=1)([O-:22])=[O:21]. The catalyst class is: 15.